From a dataset of Full USPTO retrosynthesis dataset with 1.9M reactions from patents (1976-2016). Predict the reactants needed to synthesize the given product. (1) Given the product [O:6]=[C:5]1[CH2:4][CH2:3][CH2:2][N:7]1[C:8]1[CH:9]=[C:10]([CH:11]=[CH:12][CH:13]=1)[CH2:14][C:15]1[C:24]2[C:19](=[CH:20][CH:21]=[CH:22][CH:23]=2)[C:18](=[O:25])[NH:17][N:16]=1, predict the reactants needed to synthesize it. The reactants are: Cl[CH2:2][CH2:3][CH2:4][C:5]([NH:7][C:8]1[CH:13]=[CH:12][CH:11]=[C:10]([CH2:14][C:15]2[C:24]3[C:19](=[CH:20][CH:21]=[CH:22][CH:23]=3)[C:18](=[O:25])[NH:17][N:16]=2)[CH:9]=1)=[O:6].[O-]CC.[Na+]. (2) The reactants are: [CH3:1][C:2]1[CH:7]=[CH:6][C:5]([S:8]([N:11]2[CH2:15][C:14]3=[CH:16]S[CH:18]=[C:13]3[CH2:12]2)(=[O:10])=[O:9])=[CH:4][CH:3]=1.Br.C(O)(=O)CC.C1(O)C=CC=CC=1. Given the product [CH3:1][C:2]1[CH:7]=[CH:6][C:5]([S:8]([N:11]([CH2:12][C:13]#[CH:18])[CH2:15][C:14]#[CH:16])(=[O:10])=[O:9])=[CH:4][CH:3]=1, predict the reactants needed to synthesize it.